Dataset: Reaction yield outcomes from USPTO patents with 853,638 reactions. Task: Predict the reaction yield, written as a fraction of the theoretical maximum amount of product (1.0 means a 100% yield; for example, 0.34 means a 34% yield). (1) The reactants are [N+:1]([C:4]1[CH:5]=[C:6]([CH:10]=[CH:11][C:12]=1[N:13]1[CH2:18][CH2:17][N:16]([C:19]2[CH:24]=[CH:23][CH:22]=[CH:21][C:20]=2[CH3:25])[CH2:15][CH2:14]1)[C:7]([OH:9])=[O:8])([O-])=O. The catalyst is CCO.CO. The product is [NH2:1][C:4]1[CH:5]=[C:6]([CH:10]=[CH:11][C:12]=1[N:13]1[CH2:14][CH2:15][N:16]([C:19]2[CH:24]=[CH:23][CH:22]=[CH:21][C:20]=2[CH3:25])[CH2:17][CH2:18]1)[C:7]([OH:9])=[O:8].[NH2:1][C:4]1[CH:5]=[CH:6][CH:10]=[CH:11][CH:12]=1. The yield is 0.940. (2) The reactants are [CH2:1]([N:3]([CH2:38][CH3:39])[CH2:4][CH2:5][CH2:6][NH:7][C:8]1[N:9]=[C:10]([C:27]2[CH:28]=[C:29]([CH:33]=[C:34]([F:37])[C:35]=2[CH3:36])[C:30](O)=[O:31])[C:11]2[CH:17]=[CH:16][C:15](=[O:18])[N:14]([C:19]3[C:24]([F:25])=[CH:23][CH:22]=[CH:21][C:20]=3[F:26])[C:12]=2[N:13]=1)[CH3:2].[CH3:40][N:41](C(ON1N=NC2C=CC=CC1=2)=[N+](C)C)C.F[P-](F)(F)(F)(F)F.C(N(CC)CC)C.CN. The catalyst is CN(C=O)C.C1COCC1. The product is [CH2:1]([N:3]([CH2:38][CH3:39])[CH2:4][CH2:5][CH2:6][NH:7][C:8]1[N:9]=[C:10]([C:27]2[CH:28]=[C:29]([CH:33]=[C:34]([F:37])[C:35]=2[CH3:36])[C:30]([NH:41][CH3:40])=[O:31])[C:11]2[CH:17]=[CH:16][C:15](=[O:18])[N:14]([C:19]3[C:20]([F:26])=[CH:21][CH:22]=[CH:23][C:24]=3[F:25])[C:12]=2[N:13]=1)[CH3:2]. The yield is 0.315. (3) The yield is 0.707. The product is [Cl:15][C:16]1[CH:21]=[CH:20][CH:19]=[CH:18][C:17]=1[C@@H:22]([NH:25][C:11]([C:8]1[CH:9]=[C:10]2[C:5](=[CH:6][CH:7]=1)[NH:4][N:3]=[C:2]2[I:1])=[O:13])[CH2:23][CH3:24]. No catalyst specified. The reactants are [I:1][C:2]1[C:10]2[C:5](=[CH:6][CH:7]=[C:8]([C:11]([OH:13])=O)[CH:9]=2)[NH:4][N:3]=1.Cl.[Cl:15][C:16]1[CH:21]=[CH:20][CH:19]=[CH:18][C:17]=1[C@@H:22]([NH2:25])[CH2:23][CH3:24]. (4) The reactants are C([O:5][C:6](=[O:38])[C:7]1[CH:12]=[CH:11][C:10]([CH2:13][CH2:14][C:15](=O)[NH:16][C:17]2[CH:18]=[C:19]([C:30]3[CH:35]=[CH:34][N:33]=[CH:32][C:31]=3[F:36])[C:20]([C:24]3[CH:25]=[N:26][CH:27]=[CH:28][CH:29]=3)=[N:21][C:22]=2[NH2:23])=[CH:9][CH:8]=1)(C)(C)C. The catalyst is C(O)(=O)C. The product is [F:36][C:31]1[CH:32]=[N:33][CH:34]=[CH:35][C:30]=1[C:19]1[CH:18]=[C:17]2[N:16]=[C:15]([CH2:14][CH2:13][C:10]3[CH:9]=[CH:8][C:7]([C:6]([OH:5])=[O:38])=[CH:12][CH:11]=3)[NH:23][C:22]2=[N:21][C:20]=1[C:24]1[CH:25]=[N:26][CH:27]=[CH:28][CH:29]=1. The yield is 0.690. (5) The reactants are [CH3:1][C:2]([OH:5])([CH3:4])[CH3:3].Cl[S:7]([N:10]=[C:11]=[O:12])(=[O:9])=[O:8].[NH2:13][C:14]1[CH:19]=[CH:18][C:17](/[CH:20]=[CH:21]/[S:22]([N:25]2[CH2:46][CH2:45][C:28]3([N:32]=[C:31]([C:33]4[CH:38]=[CH:37][CH:36]=[C:35]([O:39][C:40]([F:43])([F:42])[F:41])[CH:34]=4)[NH:30][C:29]3=[O:44])[CH2:27][CH2:26]2)(=[O:24])=[O:23])=[C:16]([CH3:47])[CH:15]=1.C(N(CC)CC)C. The catalyst is ClCCl. The product is [C:2]([O:5][C:11]([NH:10][S:7]([NH:13][C:14]1[CH:19]=[CH:18][C:17](/[CH:20]=[CH:21]/[S:22]([N:25]2[CH2:26][CH2:27][C:28]3([N:32]=[C:31]([C:33]4[CH:38]=[CH:37][CH:36]=[C:35]([O:39][C:40]([F:41])([F:43])[F:42])[CH:34]=4)[NH:30][C:29]3=[O:44])[CH2:45][CH2:46]2)(=[O:23])=[O:24])=[C:16]([CH3:47])[CH:15]=1)(=[O:9])=[O:8])=[O:12])([CH3:4])([CH3:3])[CH3:1]. The yield is 0.600. (6) The reactants are [Cl:1][C:2]1[CH:7]=[CH:6][CH:5]=[C:4]([Cl:8])[C:3]=1[NH:9][C:10]([NH:12][C:13]1[CH:17]=[C:16]([C:18]2[CH:23]=[CH:22][N:21]=[CH:20][CH:19]=2)[S:15][C:14]=1[C:24](O)=[O:25])=[O:11].CN(C(ON1N=NC2C=CC=NC1=2)=[N+](C)C)C.F[P-](F)(F)(F)(F)F.CCN(C(C)C)C(C)C.Cl.[NH2:61][C@@H:62]([CH:67]1[CH2:72][CH2:71][CH2:70][CH2:69][CH2:68]1)[C:63]([O:65][CH3:66])=[O:64]. The catalyst is CN(C=O)C. The product is [CH:67]1([C@H:62]([NH:61][C:24]([C:14]2[S:15][C:16]([C:18]3[CH:23]=[CH:22][N:21]=[CH:20][CH:19]=3)=[CH:17][C:13]=2[NH:12][C:10]([NH:9][C:3]2[C:2]([Cl:1])=[CH:7][CH:6]=[CH:5][C:4]=2[Cl:8])=[O:11])=[O:25])[C:63]([O:65][CH3:66])=[O:64])[CH2:72][CH2:71][CH2:70][CH2:69][CH2:68]1. The yield is 0.580.